Dataset: Reaction yield outcomes from USPTO patents with 853,638 reactions. Task: Predict the reaction yield, written as a fraction of the theoretical maximum amount of product (1.0 means a 100% yield; for example, 0.34 means a 34% yield). The reactants are [ClH:1].[CH3:2][C:3]1([CH3:48])[C:7](=[O:8])[N:6]([C:9]2[CH:14]=[CH:13][C:12]([NH:15][C:16](=[O:21])[CH2:17][N:18]([CH3:20])[CH3:19])=[C:11]([C:22]([F:25])([F:24])[F:23])[CH:10]=2)[C:5](=[O:26])[N:4]1[CH2:27][CH2:28][CH2:29][CH2:30][CH2:31][CH2:32][CH2:33][CH2:34][CH2:35][S:36]([CH2:38][CH2:39][CH2:40][C:41]([F:47])([F:46])[C:42]([F:45])([F:44])[F:43])=[O:37]. The catalyst is CCOCC. The product is [ClH:1].[CH3:2][C:3]1([CH3:48])[C:7](=[O:8])[N:6]([C:9]2[CH:14]=[CH:13][C:12]([NH:15][C:16](=[O:21])[CH2:17][N:18]([CH3:20])[CH3:19])=[C:11]([C:22]([F:24])([F:23])[F:25])[CH:10]=2)[C:5](=[O:26])[N:4]1[CH2:27][CH2:28][CH2:29][CH2:30][CH2:31][CH2:32][CH2:33][CH2:34][CH2:35][S:36]([CH2:38][CH2:39][CH2:40][C:41]([F:47])([F:46])[C:42]([F:43])([F:44])[F:45])=[O:37]. The yield is 0.930.